Dataset: Reaction yield outcomes from USPTO patents with 853,638 reactions. Task: Predict the reaction yield, written as a fraction of the theoretical maximum amount of product (1.0 means a 100% yield; for example, 0.34 means a 34% yield). (1) The reactants are [CH3:1][N:2]([CH3:23])[C:3](=[O:22])[NH:4][C:5]1[CH:10]=[C:9]([CH2:11][NH:12][C:13]2[CH:21]=[CH:20][CH:19]=[CH:18][C:14]=2[C:15]([OH:17])=O)[CH:8]=[CH:7][N:6]=1.[CH3:24][O:25][C:26]([C:28]1[N:29]([CH3:38])[N:30]=[C:31]2[C:36]=1[CH:35]=[CH:34][C:33]([NH2:37])=[CH:32]2)=[O:27].CN1CCOCC1.CN(C(ON1N=NC2C=CC=NC1=2)=[N+](C)C)C.F[P-](F)(F)(F)(F)F. The catalyst is CN(C=O)C. The product is [CH3:24][O:25][C:26]([C:28]1[N:29]([CH3:38])[N:30]=[C:31]2[C:36]=1[CH:35]=[CH:34][C:33]([NH:37][C:15](=[O:17])[C:14]1[CH:18]=[CH:19][CH:20]=[CH:21][C:13]=1[NH:12][CH2:11][C:9]1[CH:8]=[CH:7][N:6]=[C:5]([NH:4][C:3]([N:2]([CH3:1])[CH3:23])=[O:22])[CH:10]=1)=[CH:32]2)=[O:27]. The yield is 0.350. (2) The reactants are [Cl-].O[NH3+:3].[C:4](=[O:7])([O-])[OH:5].[Na+].CS(C)=O.[CH3:13][C@H:14]1[O:19][C@@H:18]([CH3:20])[CH2:17][N:16]([CH2:21][CH2:22][O:23][C@H:24]2[CH2:29][CH2:28][C@H:27]([N:30]3[C:35](=[O:36])[C:34]([CH2:37][C:38]4[CH:43]=[CH:42][C:41]([C:44]5[C:45]([C:50]#[N:51])=[CH:46][CH:47]=[CH:48][CH:49]=5)=[CH:40][CH:39]=4)=[C:33]([CH2:52][CH2:53][CH3:54])[N:32]4[N:55]=[CH:56][N:57]=[C:31]34)[CH2:26][CH2:25]2)[CH2:15]1. The catalyst is C(OCC)(=O)C. The product is [CH3:13][C@H:14]1[O:19][C@@H:18]([CH3:20])[CH2:17][N:16]([CH2:21][CH2:22][O:23][C@H:24]2[CH2:25][CH2:26][C@H:27]([N:30]3[C:35](=[O:36])[C:34]([CH2:37][C:38]4[CH:39]=[CH:40][C:41]([C:44]5[CH:49]=[CH:48][CH:47]=[CH:46][C:45]=5[C:50]5[NH:3][C:4](=[O:7])[O:5][N:51]=5)=[CH:42][CH:43]=4)=[C:33]([CH2:52][CH2:53][CH3:54])[N:32]4[N:55]=[CH:56][N:57]=[C:31]34)[CH2:28][CH2:29]2)[CH2:15]1. The yield is 0.590. (3) The reactants are [CH:1]1([C:4]([C:6]2[CH:7]=[N:8][C:9]3[C:14]([C:15]=2[NH:16][C@H:17]2[CH2:22][CH2:21][C@H:20]([NH:23]C(=O)OC(C)(C)C)[CH2:19][CH2:18]2)=[CH:13][C:12]([C:31]2[CH:36]=[C:35]([F:37])[C:34]([OH:38])=[C:33]([F:39])[CH:32]=2)=[CH:11][CH:10]=3)=[O:5])[CH2:3][CH2:2]1.C(O)(C(F)(F)F)=O. No catalyst specified. The product is [NH2:23][C@H:20]1[CH2:21][CH2:22][C@H:17]([NH:16][C:15]2[C:14]3[C:9](=[CH:10][CH:11]=[C:12]([C:31]4[CH:32]=[C:33]([F:39])[C:34]([OH:38])=[C:35]([F:37])[CH:36]=4)[CH:13]=3)[N:8]=[CH:7][C:6]=2[C:4]([CH:1]2[CH2:2][CH2:3]2)=[O:5])[CH2:18][CH2:19]1. The yield is 0.790. (4) The reactants are O.[Br:2][C:3]1[S:7][C:6]2=[C:8](C(OC)=O)[N:9]=[CH:10][N:5]2[CH:4]=1.[I-].[Li+]. The catalyst is CS(C)=O. The product is [Br:2][C:3]1[S:7][C:6]2=[CH:8][N:9]=[CH:10][N:5]2[CH:4]=1. The yield is 0.160. (5) The reactants are Cl.[CH2:2]([NH:6][CH2:7][CH2:8][C:9]([C:11]1[S:12][CH:13]=[CH:14][CH:15]=1)=[O:10])[CH:3]([CH3:5])[CH3:4].C(O)C.[OH-].[Na+].[Na]. The catalyst is CC(C)=O. The product is [CH2:2]([NH:6][CH2:7][CH2:8][CH:9]([C:11]1[S:12][CH:13]=[CH:14][CH:15]=1)[OH:10])[CH:3]([CH3:5])[CH3:4]. The yield is 0.760. (6) The reactants are [F:1][C:2]1[CH:7]=[CH:6][CH:5]=[C:4]([F:8])[C:3]=1[N:9]1[C:14]2[N:15]=[C:16](S(C)(=O)=O)[N:17]=[C:18]([C:19]3[CH:24]=[CH:23][CH:22]=[CH:21][C:20]=3[F:25])[C:13]=2[CH:12]=[CH:11][C:10]1=[O:30].O.CCOCC.C[N:38]1CCCC1=O. No catalyst specified. The product is [NH2:38][C:16]1[N:17]=[C:18]([C:19]2[CH:24]=[CH:23][CH:22]=[CH:21][C:20]=2[F:25])[C:13]2[CH:12]=[CH:11][C:10](=[O:30])[N:9]([C:3]3[C:2]([F:1])=[CH:7][CH:6]=[CH:5][C:4]=3[F:8])[C:14]=2[N:15]=1. The yield is 0.530. (7) The reactants are [CH:1]1([C:4]2[C:5]([N+:15]([O-:17])=[O:16])=[CH:6][C:7]([N+:12]([O-])=O)=[C:8]([CH:11]=2)[CH:9]=O)[CH2:3][CH2:2]1.[CH3:18][C:19]1[CH:20]=[CH:21][C:22]([NH2:25])=[N:23][CH:24]=1.C1(P(C2C=CC=CC=2)C2C=CC=CC=2)C=CC=CC=1. The catalyst is CCO.C(Cl)Cl. The product is [CH:1]1([C:4]2[C:5]([N+:15]([O-:17])=[O:16])=[CH:6][C:7]3[C:8](=[CH:9][N:25]([C:22]4[CH:21]=[CH:20][C:19]([CH3:18])=[CH:24][N:23]=4)[N:12]=3)[CH:11]=2)[CH2:3][CH2:2]1. The yield is 0.430. (8) The reactants are [CH3:1][C:2]1([CH3:12])[O:6][C:5](=[CH:7][C:8](Cl)=[O:9])[C:4](=[O:11])[O:3]1.[C:13]([O:17][C:18](=[O:30])[CH2:19][O:20][NH:21][CH2:22][C:23]1[CH:28]=[CH:27][C:26]([F:29])=[CH:25][CH:24]=1)([CH3:16])([CH3:15])[CH3:14]. No catalyst specified. The product is [C:13]([O:17][C:18](=[O:30])[CH2:19][O:20][N:21]([C:8](=[O:9])[CH:7]=[C:5]1[C:4](=[O:11])[O:3][C:2]([CH3:12])([CH3:1])[O:6]1)[CH2:22][C:23]1[CH:28]=[CH:27][C:26]([F:29])=[CH:25][CH:24]=1)([CH3:16])([CH3:14])[CH3:15]. The yield is 0.850. (9) The reactants are [C:1]([O:5][CH3:6])(=[O:4])C=C.Cl[C:8](N(C)C)=[C:9]([CH3:11])[CH3:10].C1C[O:18][CH2:17][CH2:16]1. The catalyst is FC(F)(F)S([O-])(=O)=O.[Zn+2].FC(F)(F)S([O-])(=O)=O.O. The product is [CH3:10][C:9]1([CH3:11])[C:17](=[O:18])[CH2:16][CH:8]1[C:1]([O:5][CH3:6])=[O:4]. The yield is 0.290. (10) The reactants are Cl[C:2]1[CH:7]=[C:6]([Cl:8])[N:5]=[CH:4][N:3]=1.[CH:9]([N:12]([CH:16]([CH3:18])[CH3:17])[CH2:13][CH2:14][OH:15])([CH3:11])[CH3:10].C(=O)([O-])[O-].[Cs+].[Cs+].C(#N)C. The catalyst is C(#N)CCC. The product is [Cl:8][C:6]1[N:5]=[CH:4][N:3]=[C:2]([O:15][CH2:14][CH2:13][N:12]([CH:16]([CH3:18])[CH3:17])[CH:9]([CH3:11])[CH3:10])[CH:7]=1. The yield is 0.200.